From a dataset of Forward reaction prediction with 1.9M reactions from USPTO patents (1976-2016). Predict the product of the given reaction. (1) Given the reactants [H-].[Na+].[CH3:3][C:4]1[N:5]=[CH:6][NH:7][C:8]=1[C:9]([O:11][CH2:12][CH3:13])=[O:10].CN(C=O)C.[CH2:19]([O:21][C:22]([C@@H:24]1[CH2:33][C@@H:32]2[C@@H:27]([CH2:28][CH2:29][C@H:30]([CH2:34]OS(C3C=CC=C([N+]([O-])=O)C=3)(=O)=O)[CH2:31]2)[CH2:26][N:25]1[C:48]([O:50][CH3:51])=[O:49])=[O:23])[CH3:20], predict the reaction product. The product is: [CH2:19]([O:21][C:22]([C@@H:24]1[CH2:33][C@@H:32]2[C@@H:27]([CH2:28][CH2:29][C@H:30]([CH2:34][N:5]3[C:4]([CH3:3])=[C:8]([C:9]([O:11][CH2:12][CH3:13])=[O:10])[N:7]=[CH:6]3)[CH2:31]2)[CH2:26][N:25]1[C:48]([O:50][CH3:51])=[O:49])=[O:23])[CH3:20]. (2) The product is: [F:29][C:26]1[CH:27]=[CH:28][C:23]([NH:1][C:2]2[C:11]3[C:6](=[C:7]([C:12]([O:14][CH3:15])=[O:13])[CH:8]=[CH:9][CH:10]=3)[N:5]=[C:4]([C:16]3[CH:17]=[N:18][CH:19]=[CH:20][CH:21]=3)[N:3]=2)=[N:24][CH:25]=1. Given the reactants [NH2:1][C:2]1[C:11]2[C:6](=[C:7]([C:12]([O:14][CH3:15])=[O:13])[CH:8]=[CH:9][CH:10]=2)[N:5]=[C:4]([C:16]2[CH:17]=[N:18][CH:19]=[CH:20][CH:21]=2)[N:3]=1.Br[C:23]1[CH:28]=[CH:27][C:26]([F:29])=[CH:25][N:24]=1.CC1(C)C2C(=C(P(C3C=CC=CC=3)C3C=CC=CC=3)C=CC=2)OC2C(P(C3C=CC=CC=3)C3C=CC=CC=3)=CC=CC1=2.CC(C)([O-])C.[Na+], predict the reaction product.